This data is from Reaction yield outcomes from USPTO patents with 853,638 reactions. The task is: Predict the reaction yield, written as a fraction of the theoretical maximum amount of product (1.0 means a 100% yield; for example, 0.34 means a 34% yield). (1) The reactants are [CH:1]1([S:4]([C:7]2[CH:12]=[CH:11][C:10]([CH:13]([CH2:27][CH:28]3[CH2:33][CH2:32][O:31][CH2:30][CH2:29]3)[C:14](=O)[CH2:15][CH2:16][C:17]([C:19]3[CH:24]=[CH:23][C:22]([F:25])=[CH:21][N:20]=3)=O)=[CH:9][CH:8]=2)(=[O:6])=[O:5])[CH2:3][CH2:2]1.C([O-])(=O)C.[NH4+:38]. The yield is 0.560. The catalyst is C(O)(=O)C.C(OCC)(=O)C. The product is [CH:1]1([S:4]([C:7]2[CH:8]=[CH:9][C:10]([CH:13]([C:14]3[NH:38][C:17]([C:19]4[CH:24]=[CH:23][C:22]([F:25])=[CH:21][N:20]=4)=[CH:16][CH:15]=3)[CH2:27][CH:28]3[CH2:29][CH2:30][O:31][CH2:32][CH2:33]3)=[CH:11][CH:12]=2)(=[O:5])=[O:6])[CH2:3][CH2:2]1. (2) The reactants are [Cl:1][C:2]1[N:10]=[CH:9][CH:8]=[CH:7][C:3]=1[C:4]([OH:6])=[O:5].[CH:11](OC)(OC)OC. The catalyst is CO.C(OCC)(=O)C. The product is [CH3:11][O:5][C:4]([C:3]1[C:2]([Cl:1])=[N:10][CH:9]=[CH:8][CH:7]=1)=[O:6]. The yield is 0.670. (3) The reactants are [C:1]([C:3]1[CH:4]=[C:5]([CH:9]=[CH:10][CH:11]=1)[C:6]([OH:8])=O)#[CH:2].[CH2:12]1[C:20]2[C:15](=[CH:16][CH:17]=[CH:18][CH:19]=2)[CH2:14][CH:13]1[NH:21][C:22]1[N:23]=[CH:24][C:25]2[CH2:31][NH:30][CH2:29][CH2:28][C:26]=2[N:27]=1.Cl.CN(C)CCCN=C=NCC.N1C=CC(N)=CC=1. The catalyst is ClCCl. The product is [C:1]([C:3]1[CH:4]=[C:5]([C:6]([N:30]2[CH2:29][CH2:28][C:26]3[N:27]=[C:22]([NH:21][CH:13]4[CH2:12][C:20]5[C:15](=[CH:16][CH:17]=[CH:18][CH:19]=5)[CH2:14]4)[N:23]=[CH:24][C:25]=3[CH2:31]2)=[O:8])[CH:9]=[CH:10][CH:11]=1)#[CH:2]. The yield is 0.910. (4) The reactants are [Li]CCCC.[CH:6]([NH:9]C(C)C)(C)[CH3:7].C(#N)C.[Cl:16][C:17]1[CH:26]=[N:25][CH:24]=[CH:23][C:18]=1[C:19]([O:21]C)=O. The catalyst is C1COCC1.CCCCCC. The product is [Cl:16][C:17]1[CH:26]=[N:25][CH:24]=[CH:23][C:18]=1[C:19](=[O:21])[CH2:7][C:6]#[N:9]. The yield is 0.800. (5) The reactants are [OH:1][CH:2]([C:7]1[S:11][C:10]([C:12](=O)[CH2:13][CH2:14][C:15](=O)[CH:16]([C:24]2[CH:29]=[CH:28][C:27]([S:30]([CH3:33])(=[O:32])=[O:31])=[CH:26][CH:25]=2)[CH2:17][CH:18]2[CH2:23][CH2:22][O:21][CH2:20][CH2:19]2)=[N:9][CH:8]=1)[C:3]([OH:6])([CH3:5])[CH3:4].C([O-])(=O)C.[NH4+:40].[OH-].[Na+]. The catalyst is C(O)(=O)C. The product is [CH3:4][C:3]([OH:6])([CH3:5])[CH:2]([C:7]1[S:11][C:10]([C:12]2[NH:40][C:15]([CH:16]([C:24]3[CH:29]=[CH:28][C:27]([S:30]([CH3:33])(=[O:31])=[O:32])=[CH:26][CH:25]=3)[CH2:17][CH:18]3[CH2:23][CH2:22][O:21][CH2:20][CH2:19]3)=[CH:14][CH:13]=2)=[N:9][CH:8]=1)[OH:1]. The yield is 0.770. (6) The reactants are Cl[C:2]1[N:10]=[C:9]2[C:5]([N:6]=[C:7]([CH:12]=[C:13]3[CH2:18][CH2:17][N:16]([C:19]([O:21][C:22]([CH3:25])([CH3:24])[CH3:23])=[O:20])[CH2:15][CH2:14]3)[N:8]2[CH3:11])=[C:4]([N:26]2[CH2:31][CH2:30][O:29][CH2:28][CH2:27]2)[N:3]=1.[CH3:32][C:33]1[NH:34][C:35]2[CH:41]=[CH:40][CH:39]=[CH:38][C:36]=2[N:37]=1.CC(C1C=C(C(C)C)C(C2C=CC=CC=2P(C2CCCCC2)C2CCCCC2)=C(C(C)C)C=1)C.C(=O)([O-])[O-].[Cs+].[Cs+]. The product is [CH3:11][N:8]1[C:7]([CH:12]=[C:13]2[CH2:14][CH2:15][N:16]([C:19]([O:21][C:22]([CH3:24])([CH3:23])[CH3:25])=[O:20])[CH2:17][CH2:18]2)=[N:6][C:5]2[C:9]1=[N:10][C:2]([N:34]1[C:35]3[CH:41]=[CH:40][CH:39]=[CH:38][C:36]=3[N:37]=[C:33]1[CH3:32])=[N:3][C:4]=2[N:26]1[CH2:27][CH2:28][O:29][CH2:30][CH2:31]1. The yield is 0.870. The catalyst is CN(C=O)C.C1C=CC(/C=C/C(/C=C/C2C=CC=CC=2)=O)=CC=1.C1C=CC(/C=C/C(/C=C/C2C=CC=CC=2)=O)=CC=1.C1C=CC(/C=C/C(/C=C/C2C=CC=CC=2)=O)=CC=1.[Pd].[Pd].